From a dataset of Peptide-MHC class I binding affinity with 185,985 pairs from IEDB/IMGT. Regression. Given a peptide amino acid sequence and an MHC pseudo amino acid sequence, predict their binding affinity value. This is MHC class I binding data. The peptide sequence is IAIGIITLY. The binding affinity (normalized) is 0.881. The MHC is HLA-B57:01 with pseudo-sequence HLA-B57:01.